From a dataset of Forward reaction prediction with 1.9M reactions from USPTO patents (1976-2016). Predict the product of the given reaction. (1) Given the reactants [CH2:1]([O:3][CH:4]([O:14]CC)[C:5]1[N:6]=[CH:7][NH:8][C:9]=1[C:10](OC)=[O:11])C.C(O)(=O)C, predict the reaction product. The product is: [CH:10]([C:9]1[N:8]=[CH:7][NH:6][C:5]=1[C:4]([O:3][CH3:1])=[O:14])=[O:11]. (2) Given the reactants [CH3:1][C:2]1[S:6][C:5]([C:7]([O:9][CH3:10])=[O:8])=[CH:4][CH:3]=1.[N+:11]([O-])([OH:13])=[O:12], predict the reaction product. The product is: [N+:11]([C:3]1[CH:4]=[C:5]([C:7]([O:9][CH3:10])=[O:8])[S:6][C:2]=1[CH3:1])([O-:13])=[O:12]. (3) Given the reactants [CH2:1]([O:4][CH2:5][CH2:6][N:7]1[C:19]2[C:18]3[CH:17]=[CH:16][CH:15]=[CH:14][C:13]=3[N:12]=[C:11]([NH2:20])[C:10]=2[N:9]=[CH:8]1)[C:2]#[CH:3].C(=O)([O-])[O-].[K+].[K+].I[C:28]1[CH:33]=[CH:32][CH:31]=[CH:30][CH:29]=1.FC(F)(F)C(O)=O, predict the reaction product. The product is: [C:28]1([C:3]#[C:2][CH2:1][O:4][CH2:5][CH2:6][N:7]2[C:19]3[C:18]4[CH:17]=[CH:16][CH:15]=[CH:14][C:13]=4[N:12]=[C:11]([NH2:20])[C:10]=3[N:9]=[CH:8]2)[CH:33]=[CH:32][CH:31]=[CH:30][CH:29]=1. (4) Given the reactants C(=O)(OC(C)(C)C)N.[F:9][CH:10]1[CH2:15][CH2:14][N:13](C(OC(C)(C)C)=O)[C@@H:12]([C:23](=[O:37])[NH:24][C@H:25]([C:27]2[CH:32]=[CH:31][C:30]([C:33]([O:35][CH3:36])=[O:34])=[CH:29][CH:28]=2)[CH3:26])[CH2:11]1, predict the reaction product. The product is: [F:9][CH:10]1[CH2:15][CH2:14][NH:13][C@@H:12]([C:23]([NH:24][C@H:25]([C:27]2[CH:28]=[CH:29][C:30]([C:33]([O:35][CH3:36])=[O:34])=[CH:31][CH:32]=2)[CH3:26])=[O:37])[CH2:11]1. (5) The product is: [CH2:1]([O:3][C:4](=[O:16])[CH2:5][N:6]1[C:14]2[C:9](=[CH:10][CH:11]=[C:12]([O:15][CH2:30][CH2:29][CH2:28][C:27]#[C:26][C:22]3[CH:23]=[CH:24][CH:25]=[C:20]([O:19][C:18]([F:17])([F:32])[F:33])[CH:21]=3)[CH:13]=2)[CH:8]=[CH:7]1)[CH3:2]. Given the reactants [CH2:1]([O:3][C:4](=[O:16])[CH2:5][N:6]1[C:14]2[C:9](=[CH:10][CH:11]=[C:12]([OH:15])[CH:13]=2)[CH:8]=[CH:7]1)[CH3:2].[F:17][C:18]([F:33])([F:32])[O:19][C:20]1[CH:21]=[C:22]([C:26]#[C:27][CH2:28][CH2:29][CH2:30]O)[CH:23]=[CH:24][CH:25]=1.CN(C)C(N=NC(N(C)C)=O)=O.C(P(CCCC)CCCC)CCC, predict the reaction product. (6) Given the reactants [C:1]([O:5][C:6]([NH:8][C@@H:9]([CH2:13][CH2:14][C:15]1[CH:20]=[CH:19][CH:18]=[CH:17][CH:16]=1)[C:10]([OH:12])=[O:11])=[O:7])([CH3:4])([CH3:3])[CH3:2].C(N(CC)CC)C.ClC(O[CH2:32][C:33]1[CH:38]=[CH:37][CH:36]=[CH:35][CH:34]=1)=O, predict the reaction product. The product is: [CH2:32]([O:11][C:10](=[O:12])[C@@H:9]([NH:8][C:6]([O:5][C:1]([CH3:4])([CH3:2])[CH3:3])=[O:7])[CH2:13][CH2:14][C:15]1[CH:16]=[CH:17][CH:18]=[CH:19][CH:20]=1)[C:33]1[CH:38]=[CH:37][CH:36]=[CH:35][CH:34]=1.